Dataset: Full USPTO retrosynthesis dataset with 1.9M reactions from patents (1976-2016). Task: Predict the reactants needed to synthesize the given product. (1) Given the product [Cl:19][C:18]1[C:11]([C:9]2[S:8][C:7]3[C:2]([NH:54][C:38]4[CH:37]=[C:42]([CH3:41])[N:43]=[CH:40][N:39]=4)=[N:3][CH:4]=[C:5]([F:20])[C:6]=3[N:10]=2)=[C:12]([CH:15]=[CH:16][CH:17]=1)[C:13]#[N:14], predict the reactants needed to synthesize it. The reactants are: Br[C:2]1[C:7]2[S:8][C:9]([C:11]3[C:18]([Cl:19])=[CH:17][CH:16]=[CH:15][C:12]=3[C:13]#[N:14])=[N:10][C:6]=2[C:5]([F:20])=[CH:4][N:3]=1.C[Si](Br)(C)C.ClC1C(C2S[C:37]3[C:38](Cl)=[N:39][CH:40]=[C:41](F)[C:42]=3[N:43]=2)=C(C=CC=1)C#N.C(=O)(O)[O-].[Na+].C(#[N:54])CC. (2) Given the product [CH2:1]([O:8][C:9]1[CH:17]=[C:16]2[C:12]([C:13]([O:25][CH3:26])=[N:14][N:15]2[C:18]([O:20][C:21]([CH3:22])([CH3:24])[CH3:23])=[O:19])=[CH:11][CH:10]=1)[C:2]1[CH:7]=[CH:6][CH:5]=[CH:4][CH:3]=1, predict the reactants needed to synthesize it. The reactants are: [CH2:1]([O:8][C:9]1[CH:17]=[C:16]2[C:12]([C:13](=[O:25])[NH:14][N:15]2[C:18]([O:20][C:21]([CH3:24])([CH3:23])[CH3:22])=[O:19])=[CH:11][CH:10]=1)[C:2]1[CH:7]=[CH:6][CH:5]=[CH:4][CH:3]=1.[C:26]1(C)C=CC=CC=1. (3) Given the product [C:17]([O:21][C:22](=[O:23])[NH:1][CH2:2][C:3]1([OH:16])[CH2:8][CH2:7][N:6]([CH2:9][C:10]2[CH:15]=[CH:14][CH:13]=[CH:12][CH:11]=2)[CH2:5][CH2:4]1)([CH3:20])([CH3:19])[CH3:18], predict the reactants needed to synthesize it. The reactants are: [NH2:1][CH2:2][C:3]1([OH:16])[CH2:8][CH2:7][N:6]([CH2:9][C:10]2[CH:15]=[CH:14][CH:13]=[CH:12][CH:11]=2)[CH2:5][CH2:4]1.[C:17]([O:21][C:22](=O)[O:23]C(C)(C)C)([CH3:20])([CH3:19])[CH3:18]. (4) Given the product [F:12][C:13]1[CH:20]=[CH:19][C:16]([CH2:17][N:18]=[C:2]2[C:11]3[C:6](=[CH:7][CH:8]=[CH:9][CH:10]=3)[N:5]([CH2:26][C:25]3[CH:28]=[CH:29][C:22]([F:21])=[CH:23][CH:24]=3)[CH:4]=[CH:3]2)=[CH:15][CH:14]=1, predict the reactants needed to synthesize it. The reactants are: Cl[C:2]1[C:11]2[C:6](=[CH:7][CH:8]=[CH:9][CH:10]=2)[N:5]=[CH:4][CH:3]=1.[F:12][C:13]1[CH:20]=[CH:19][C:16]([CH2:17][NH2:18])=[CH:15][CH:14]=1.[F:21][C:22]1[CH:29]=[CH:28][C:25]([CH2:26]Br)=[CH:24][CH:23]=1. (5) Given the product [C:28]([NH:13][CH2:12][CH:8]1[C:9]2[C:5](=[CH:4][C:3]([OH:2])=[CH:11][CH:10]=2)[CH2:6][CH2:7]1)([O:27][C:24]([CH3:26])([CH3:25])[CH3:23])=[O:29], predict the reactants needed to synthesize it. The reactants are: C[O:2][C:3]1[CH:4]=[C:5]2[C:9](=[CH:10][CH:11]=1)[CH:8]([C:12]#[N:13])[CH2:7][CH2:6]2.N.[H][H].C([O-])([O-])=O.[K+].[K+].[CH3:23][C:24]([O:27][C:28](O[C:28]([O:27][C:24]([CH3:26])([CH3:25])[CH3:23])=[O:29])=[O:29])([CH3:26])[CH3:25].[NH4+].[Cl-]. (6) Given the product [CH2:1]=[C:8]([CH2:9][CH2:10][CH2:11][CH2:12][CH3:13])[CH:7]=[O:14], predict the reactants needed to synthesize it. The reactants are: [C:1](O)(=O)C.C=O.[CH:7](=[O:14])[CH2:8][CH2:9][CH2:10][CH2:11][CH2:12][CH3:13].